This data is from Full USPTO retrosynthesis dataset with 1.9M reactions from patents (1976-2016). The task is: Predict the reactants needed to synthesize the given product. (1) Given the product [F:8][C:5]1[CH:6]=[CH:7][C:2]([C:10]2[CH:15]=[CH:14][C:13]([C:16]3[CH2:20][CH2:19][CH2:18][C:17]=3[CH:21]=[O:22])=[CH:12][CH:11]=2)=[N:3][CH:4]=1, predict the reactants needed to synthesize it. The reactants are: Br[C:2]1[CH:7]=[CH:6][C:5]([F:8])=[CH:4][N:3]=1.Br[C:10]1[CH:15]=[CH:14][C:13]([C:16]2[CH2:20][CH2:19][CH2:18][C:17]=2[CH:21]=[O:22])=[CH:12][CH:11]=1.C[Sn](C)C.C[Sn](C)C. (2) Given the product [F:24][C:25]1[CH:26]=[C:27]([C:28]([N:20]2[CH2:21][CH2:22][CH2:23][CH:18]([C:15]3[N:14]=[C:13]([C:9]4[NH:8][CH:12]=[CH:11][N:10]=4)[O:17][N:16]=3)[CH2:19]2)=[O:29])[CH:31]=[CH:32][C:33]=1[F:34], predict the reactants needed to synthesize it. The reactants are: FC(F)(F)C(O)=O.[NH:8]1[CH:12]=[CH:11][N:10]=[C:9]1[C:13]1[O:17][N:16]=[C:15]([CH:18]2[CH2:23][CH2:22][CH2:21][NH:20][CH2:19]2)[N:14]=1.[F:24][C:25]1[CH:26]=[C:27]([CH:31]=[CH:32][C:33]=1[F:34])[C:28](Cl)=[O:29]. (3) Given the product [CH3:17][N:15]1[C:13](=[O:14])[C:12]2[C:18](=[CH:19][C:20]([N+:22]([O-:24])=[O:23])=[CH:21][CH:11]=2)[NH:16]1, predict the reactants needed to synthesize it. The reactants are: C(N(CC)C(C)C)(C)C.F[C:11]1[CH:21]=[C:20]([N+:22]([O-:24])=[O:23])[CH:19]=[CH:18][C:12]=1[C:13]([N:15]([CH3:17])[NH2:16])=[O:14]. (4) Given the product [ClH:62].[CH3:1][O:2][C:3]1[CH:4]=[C:5](/[CH:6]=[CH:30]/[C:23]2[C:24]3[C:29](=[CH:28][CH:27]=[CH:26][CH:25]=3)[NH:21][N:22]=2)[CH:8]=[CH:9][C:10]=1[O:11][CH2:12][CH2:13][N:14]1[CH2:19][CH2:18][O:17][CH2:16][CH2:15]1, predict the reactants needed to synthesize it. The reactants are: [CH3:1][O:2][C:3]1[CH:4]=[C:5]([CH:8]=[CH:9][C:10]=1[O:11][CH2:12][CH2:13][N:14]1[CH2:19][CH2:18][O:17][CH2:16][CH2:15]1)[CH:6]=O.[I-].[NH:21]1[C:29]2[C:24](=[CH:25][CH:26]=[CH:27][CH:28]=2)[C:23]([CH2:30][P+](C2C=CC=CC=2)(C2C=CC=CC=2)C2C=CC=CC=2)=[N:22]1.C(=O)([O-])[O-].[K+].[K+].C(OCC)(=O)C.[ClH:62]. (5) The reactants are: [CH:1]1([CH2:6][C@H:7]([C:11]2[CH:16]=[CH:15][C:14]([S:17]([CH3:20])(=[O:19])=[O:18])=[C:13]([O:21][CH3:22])[CH:12]=2)[C:8]([OH:10])=O)[CH2:5][CH2:4][CH2:3][CH2:2]1.C(Cl)(=O)C(Cl)=O.[NH2:29][C:30]1[CH:34]=[CH:33][N:32]([CH2:35][C:36]([CH3:39])([OH:38])[CH3:37])[N:31]=1.N1C(C)=CC=CC=1C. Given the product [CH:1]1([CH2:6][C@H:7]([C:11]2[CH:16]=[CH:15][C:14]([S:17]([CH3:20])(=[O:18])=[O:19])=[C:13]([O:21][CH3:22])[CH:12]=2)[C:8]([NH:29][C:30]2[CH:34]=[CH:33][N:32]([CH2:35][C:36]([OH:38])([CH3:37])[CH3:39])[N:31]=2)=[O:10])[CH2:2][CH2:3][CH2:4][CH2:5]1, predict the reactants needed to synthesize it. (6) Given the product [Cl:22][C:20]1[CH:21]=[C:16]([NH:15][C:12]2[CH:13]=[CH:14][C:9]([O:8][C:5]([CH3:7])([CH3:6])[CH2:4][OH:3])=[CH:10][N:11]=2)[C:17](=[O:24])[N:18]([CH3:23])[N:19]=1, predict the reactants needed to synthesize it. The reactants are: C([O:3][C:4](=O)[C:5]([O:8][C:9]1[CH:10]=[N:11][C:12]([NH:15][C:16]2[C:17](=[O:24])[N:18]([CH3:23])[N:19]=[C:20]([Cl:22])[CH:21]=2)=[CH:13][CH:14]=1)([CH3:7])[CH3:6])C.C(=O)=O.C(#N)C.[H-].[Al+3].[Li+].[H-].[H-].[H-].